The task is: Predict the reactants needed to synthesize the given product.. This data is from Full USPTO retrosynthesis dataset with 1.9M reactions from patents (1976-2016). (1) Given the product [C:14]1([CH:12]([C:11]([CH:5]2[CH2:10][CH2:9][CH2:8][CH2:7][CH2:6]2)=[O:20])[CH3:13])[CH:19]=[CH:18][CH:17]=[CH:16][CH:15]=1, predict the reactants needed to synthesize it. The reactants are: CS(C)=O.[CH:5]1([CH:11]([OH:20])[CH:12]([C:14]2[CH:19]=[CH:18][CH:17]=[CH:16][CH:15]=2)[CH3:13])[CH2:10][CH2:9][CH2:8][CH2:7][CH2:6]1.O=P12OP3(OP(OP(O3)(O1)=O)(=O)O2)=O.CCN(CC)CC. (2) Given the product [CH3:1][O:2][C:3]1[CH:4]=[C:5]([CH:9]=[CH:10][CH:11]=1)[C:6]([NH:12][C:13]1[CH:14]=[CH:15][C:16]([C:19](=[O:26])[CH2:20][CH2:21][C:22]([OH:24])=[O:23])=[CH:17][CH:18]=1)=[O:7], predict the reactants needed to synthesize it. The reactants are: [CH3:1][O:2][C:3]1[CH:4]=[C:5]([CH:9]=[CH:10][CH:11]=1)[C:6](Cl)=[O:7].[NH2:12][C:13]1[CH:18]=[CH:17][C:16]([C:19](=[O:26])[CH2:20][CH2:21][C:22]([O:24]C)=[O:23])=[CH:15][CH:14]=1.